Task: Predict the reactants needed to synthesize the given product.. Dataset: Full USPTO retrosynthesis dataset with 1.9M reactions from patents (1976-2016) (1) Given the product [NH:3]1[C:2]2=[N:1][CH:15]=[N:9][C:7]([OH:8])=[C:6]2[CH:5]=[N:4]1, predict the reactants needed to synthesize it. The reactants are: [NH2:1][C:2]1[C:6]([C:7]([NH2:9])=[O:8])=[CH:5][NH:4][N:3]=1.S(=O)(=O)(O)O.[CH:15](N)=O. (2) Given the product [CH2:8]([O:15][CH2:16][C:17]([N:5]([CH2:4][CH2:3][N:2]([CH3:7])[CH3:1])[CH3:6])=[O:18])[C:9]1[CH:14]=[CH:13][CH:12]=[CH:11][CH:10]=1, predict the reactants needed to synthesize it. The reactants are: [CH3:1][N:2]([CH3:7])[CH2:3][CH2:4][NH:5][CH3:6].[CH2:8]([O:15][CH2:16][C:17](Cl)=[O:18])[C:9]1[CH:14]=[CH:13][CH:12]=[CH:11][CH:10]=1.